This data is from Reaction yield outcomes from USPTO patents with 853,638 reactions. The task is: Predict the reaction yield, written as a fraction of the theoretical maximum amount of product (1.0 means a 100% yield; for example, 0.34 means a 34% yield). (1) The reactants are C[Mg+].[Br-].[NH:4]1[C:12]2[C:7](=[CH:8][CH:9]=[CH:10][CH:11]=2)[CH:6]=[CH:5]1.[Cl:13][C:14]1[N:19]=[C:18](Cl)[C:17]([Cl:21])=[CH:16][N:15]=1.C(O)(=O)C. The product is [Cl:13][C:14]1[N:19]=[C:18]([C:6]2[C:7]3[C:12](=[CH:11][CH:10]=[CH:9][CH:8]=3)[NH:4][CH:5]=2)[C:17]([Cl:21])=[CH:16][N:15]=1. The yield is 0.660. The catalyst is C1COCC1.O. (2) The yield is 0.870. The reactants are [Cl:1][C:2]1[CH:18]=[C:17]([F:19])[C:5]2[CH2:6][CH2:7][N:8]([C:11](=[O:16])[C:12]([F:15])([F:14])[F:13])[CH2:9][CH2:10][C:4]=2[C:3]=1[OH:20].N1C=CC=CC=1.[F:27][C:28]([F:41])([F:40])[S:29](O[S:29]([C:28]([F:41])([F:40])[F:27])(=[O:31])=[O:30])(=[O:31])=[O:30]. The catalyst is C(Cl)Cl. The product is [Cl:1][C:2]1[CH:18]=[C:17]([F:19])[C:5]2[CH2:6][CH2:7][N:8]([C:11](=[O:16])[C:12]([F:13])([F:14])[F:15])[CH2:9][CH2:10][C:4]=2[C:3]=1[O:20][S:29]([C:28]([F:41])([F:40])[F:27])(=[O:31])=[O:30]. (3) The reactants are [F:1][C:2]1[CH:3]=[C:4]([C:12]2[C:13]3[CH2:20][CH2:19][CH:18]([CH2:21][C:22](O)=[O:23])[C:14]=3[CH:15]=[N:16][CH:17]=2)[CH:5]=[CH:6][C:7]=1[C:8]([F:11])([F:10])[F:9].FC1C=C(C2C3C(CC(O)=O)CCC=3[CH:39]=[N:40]C=2)C=CC=1C(F)(F)F.C(N(CC)C(C)C)(C)C.CN(C(ON1N=NC2C=CC=NC1=2)=[N+](C)C)C.F[P-](F)(F)(F)(F)F.CN. The catalyst is CN(C=O)C. The product is [F:1][C:2]1[CH:3]=[C:4]([C:12]2[C:13]3[CH2:20][CH2:19][CH:18]([CH2:21][C:22]([NH:40][CH3:39])=[O:23])[C:14]=3[CH:15]=[N:16][CH:17]=2)[CH:5]=[CH:6][C:7]=1[C:8]([F:11])([F:9])[F:10]. The yield is 0.380. (4) The catalyst is CN(C=O)C.CCCCCC.O. The product is [CH2:44]([N:51]1[CH2:56][CH2:55][N:54]([C:14]([C:13]2[CH:17]=[CH:18][CH:19]=[CH:20][C:12]=2[C:11]([F:10])([F:22])[F:21])=[O:16])[CH2:53][CH2:52]1)[C:45]1[CH:46]=[CH:47][CH:48]=[CH:49][CH:50]=1. The yield is 0.930. The reactants are CCN(C(C)C)C(C)C.[F:10][C:11]([F:22])([F:21])[C:12]1[CH:20]=[CH:19][CH:18]=[CH:17][C:13]=1[C:14]([OH:16])=O.CCN=C=NCCCN(C)C.C1C=CC2N(O)N=NC=2C=1.[CH2:44]([N:51]1[CH2:56][CH2:55][NH:54][CH2:53][CH2:52]1)[C:45]1[CH:50]=[CH:49][CH:48]=[CH:47][CH:46]=1. (5) The reactants are [F:1][C:2]([F:7])([F:6])[CH2:3][CH2:4][OH:5].CC(C)([O-])C.[K+].Cl[C:15]1[CH:25]=[CH:24][C:18]([C:19]([O:21][CH2:22][CH3:23])=[O:20])=[CH:17][N:16]=1. The catalyst is C1COCC1.[Cl-].[Na+].O. The product is [F:1][C:2]([F:7])([F:6])[CH2:3][CH2:4][O:5][C:15]1[N:16]=[CH:17][C:18]([C:19]([O:21][CH2:22][CH3:23])=[O:20])=[CH:24][CH:25]=1. The yield is 0.340. (6) The product is [C:26]([O:30][C:31]([NH:33][CH:34]1[CH2:38][CH2:37][N:36]([C:39]2[CH:40]=[CH:41][C:42]([NH:45][C:2]3[N:7]=[C:6]([NH:8][CH:9]4[CH2:13][CH2:12][CH2:11][CH2:10]4)[C:5]([N+:14]([O-:16])=[O:15])=[CH:4][N:3]=3)=[CH:43][CH:44]=2)[CH2:35]1)=[O:32])([CH3:29])([CH3:27])[CH3:28]. The catalyst is C1COCC1.CC(O)C.C(O)(=O)C.O. The yield is 1.00. The reactants are Cl[C:2]1[N:7]=[C:6]([NH:8][CH:9]2[CH2:13][CH2:12][CH2:11][CH2:10]2)[C:5]([N+:14]([O-:16])=[O:15])=[CH:4][N:3]=1.CN(C)C1C=CC=CC=1.[C:26]([O:30][C:31]([NH:33][CH:34]1[CH2:38][CH2:37][N:36]([C:39]2[CH:44]=[CH:43][C:42]([NH2:45])=[CH:41][CH:40]=2)[CH2:35]1)=[O:32])([CH3:29])([CH3:28])[CH3:27]. (7) The reactants are [CH2:1]([O:8][C:9]1[CH:45]=[CH:44][C:12]([C:13]([O:15][C:16]2[CH:21]=[CH:20][C:19]([CH2:22][C@H:23]([NH:31][C:32](=[O:43])[C:33]3[CH:38]=[CH:37][C:36]([C:39]([CH3:42])([CH3:41])[CH3:40])=[CH:35][CH:34]=3)[C:24]([O:26]C(C)(C)C)=[O:25])=[CH:18][CH:17]=2)=[O:14])=[CH:11][CH:10]=1)[CH2:2][CH2:3][CH2:4][CH2:5][CH2:6][CH3:7].C(O)(C(F)(F)F)=O. The yield is 0.330. The catalyst is C(Cl)Cl. The product is [C:39]([C:36]1[CH:37]=[CH:38][C:33]([C:32]([NH:31][C@@H:23]([CH2:22][C:19]2[CH:20]=[CH:21][C:16]([O:15][C:13](=[O:14])[C:12]3[CH:11]=[CH:10][C:9]([O:8][CH2:1][CH2:2][CH2:3][CH2:4][CH2:5][CH2:6][CH3:7])=[CH:45][CH:44]=3)=[CH:17][CH:18]=2)[C:24]([OH:26])=[O:25])=[O:43])=[CH:34][CH:35]=1)([CH3:40])([CH3:41])[CH3:42].